This data is from Full USPTO retrosynthesis dataset with 1.9M reactions from patents (1976-2016). The task is: Predict the reactants needed to synthesize the given product. (1) Given the product [C:28]([O:32][C:33]([N:35]1[CH2:40][CH2:39][CH:38]([NH:41][C:10]([C:9]2[C:8]([O:7][C:6]3[CH:5]=[CH:4][C:3]([C:1]#[N:2])=[CH:27][CH:26]=3)=[N:16][C:15]([O:17][C:18]3[CH:19]=[CH:20][C:21]([C:24]#[N:25])=[CH:22][CH:23]=3)=[CH:14][CH:13]=2)=[O:11])[CH2:37][CH2:36]1)=[O:34])([CH3:31])([CH3:29])[CH3:30], predict the reactants needed to synthesize it. The reactants are: [C:1]([C:3]1[CH:27]=[CH:26][C:6]([O:7][C:8]2[N:16]=[C:15]([O:17][C:18]3[CH:23]=[CH:22][C:21]([C:24]#[N:25])=[CH:20][CH:19]=3)[CH:14]=[CH:13][C:9]=2[C:10](O)=[O:11])=[CH:5][CH:4]=1)#[N:2].[C:28]([O:32][C:33]([N:35]1[CH2:40][CH2:39][CH:38]([NH2:41])[CH2:37][CH2:36]1)=[O:34])([CH3:31])([CH3:30])[CH3:29]. (2) Given the product [Cl:1][C:2]1[CH:7]=[C:6]([Cl:8])[CH:5]=[CH:4][C:3]=1[C:9]1[N:10]([C:17]2[CH:22]=[CH:21][C:20]([O:23][CH3:24])=[CH:19][CH:18]=2)[CH:11]=[C:12]([C:14]([NH:50][C@@H:51]2[CH2:56][CH2:55][CH2:54][CH2:53][C@H:52]2[OH:57])=[O:15])[N:13]=1, predict the reactants needed to synthesize it. The reactants are: [Cl:1][C:2]1[CH:7]=[C:6]([Cl:8])[CH:5]=[CH:4][C:3]=1[C:9]1[N:10]([C:17]2[CH:22]=[CH:21][C:20]([O:23][CH3:24])=[CH:19][CH:18]=2)[CH:11]=[C:12]([C:14](O)=[O:15])[N:13]=1.CN(C(F)=[N+](C)C)C.F[P-](F)(F)(F)(F)F.CCN(C(C)C)C(C)C.Cl.[NH2:50][C@@H:51]1[CH2:56][CH2:55][CH2:54][CH2:53][C@H:52]1[OH:57]. (3) Given the product [CH3:1][N:2]([S:40]([CH3:39])(=[O:42])=[O:41])[C@H:3]([C:8]([NH:10][C@@H:11]1[C@H:18]2[C@H:14]([CH2:15][N:16]([CH2:19][C:20]3[CH:25]=[CH:24][CH:23]=[C:22]([C:26]([F:28])([F:27])[F:29])[CH:21]=3)[CH2:17]2)[CH2:13][CH2:12]1)=[O:9])[CH2:4][CH:5]([CH3:7])[CH3:6], predict the reactants needed to synthesize it. The reactants are: [CH3:1][NH:2][C@H:3]([C:8]([NH:10][C@@H:11]1[C@H:18]2[C@H:14]([CH2:15][N:16]([CH2:19][C:20]3[CH:25]=[CH:24][CH:23]=[C:22]([C:26]([F:29])([F:28])[F:27])[CH:21]=3)[CH2:17]2)[CH2:13][CH2:12]1)=[O:9])[CH2:4][CH:5]([CH3:7])[CH3:6].C(N(CC)C(C)C)(C)C.[CH3:39][S:40](Cl)(=[O:42])=[O:41].